This data is from Forward reaction prediction with 1.9M reactions from USPTO patents (1976-2016). The task is: Predict the product of the given reaction. (1) Given the reactants [C:1]([O:5][C:6]([N:8]1[CH2:13][CH2:12][CH:11]([N:14]2[CH:18]=[C:17]([C:19]3[CH:20]=[N:21][C:22]([NH2:34])=[C:23](B4OC(C)(C)C(C)(C)O4)[CH:24]=3)[CH:16]=[N:15]2)[CH2:10][CH2:9]1)=[O:7])([CH3:4])([CH3:3])[CH3:2].[CH2:35]1[C:44]2[C:39](=[CH:40][CH:41]=[CH:42][CH:43]=2)[CH2:38][CH2:37][NH:36]1.N1C=CC=CC=1.C(Cl)Cl, predict the reaction product. The product is: [C:1]([O:5][C:6]([N:8]1[CH2:9][CH2:10][CH:11]([N:14]2[CH:18]=[C:17]([C:19]3[CH:20]=[N:21][C:22]([NH2:34])=[C:23]([N:36]4[CH2:37][CH2:38][C:39]5[C:44](=[CH:43][CH:42]=[CH:41][CH:40]=5)[CH2:35]4)[CH:24]=3)[CH:16]=[N:15]2)[CH2:12][CH2:13]1)=[O:7])([CH3:4])([CH3:2])[CH3:3]. (2) Given the reactants [CH3:1][N:2]1[C:10]2[C:5](=[CH:6][CH:7]=[CH:8][CH:9]=2)[CH:4]=[CH:3]1.[Cl-].[CH:12](=[N+:19]1[CH2:24][CH2:23][O:22][CH2:21][CH2:20]1)[C:13]1[CH:18]=[CH:17][CH:16]=[CH:15][CH:14]=1, predict the reaction product. The product is: [CH3:1][N:2]1[C:10]2[C:5](=[CH:6][CH:7]=[CH:8][CH:9]=2)[C:4]([CH:12]([N:19]2[CH2:24][CH2:23][O:22][CH2:21][CH2:20]2)[C:13]2[CH:14]=[CH:15][CH:16]=[CH:17][CH:18]=2)=[CH:3]1. (3) Given the reactants [CH2:1]([C:3]1[C:7]([CH2:8][OH:9])=[C:6]([C:10]2[CH:15]=[CH:14][C:13]([CH3:16])=[CH:12][C:11]=2[F:17])[S:5][N:4]=1)[CH3:2].[F:18][C:19]1[CH:20]=[C:21]([CH2:27][CH2:28][C:29]([O:31][CH2:32][CH3:33])=[O:30])[CH:22]=[C:23]([F:26])[C:24]=1O.C1CCN(C(N=NC(N2CCCCC2)=O)=O)CC1.P(CCCC)(CCCC)CCCC, predict the reaction product. The product is: [CH2:1]([C:3]1[C:7]([CH2:8][O:9][C:24]2[C:23]([F:26])=[CH:22][C:21]([CH2:27][CH2:28][C:29]([O:31][CH2:32][CH3:33])=[O:30])=[CH:20][C:19]=2[F:18])=[C:6]([C:10]2[CH:15]=[CH:14][C:13]([CH3:16])=[CH:12][C:11]=2[F:17])[S:5][N:4]=1)[CH3:2]. (4) The product is: [NH2:1][C:2]1[CH:3]=[CH:4][C:5]([S:8]([CH3:16])(=[N:10][CH2:11][CH2:12][O:13][CH3:14])=[O:9])=[CH:6][CH:7]=1. Given the reactants [NH2:1][C:2]1[CH:7]=[CH:6][C:5]([S:8]([CH3:16])(=[N:10][C:11](=O)[CH2:12][O:13][CH3:14])=[O:9])=[CH:4][CH:3]=1, predict the reaction product. (5) Given the reactants C([Si](C)(C)[O:6][CH:7]1[CH2:12][CH2:11][CH:10]([N:13]2[C:17]3[CH:18]=[CH:19][C:20]([C:22](C)(C)[O:23][SiH2]C(C)(C)C)=[CH:21][C:16]=3[N:15]=[C:14]2[NH:31][C:32]2[C:40]3[C:35](=[CH:36][CH:37]=[C:38]([C:41]4[CH:42]=[N:43][CH:44]=[CH:45][C:46]=4[O:47][CH3:48])[CH:39]=3)[N:34](COCC[Si](C)(C)C)[N:33]=2)[CH2:9][CH2:8]1)(C)(C)C.Cl, predict the reaction product. The product is: [OH:23][CH2:22][C:20]1[CH:19]=[CH:18][C:17]2[N:13]([CH:10]3[CH2:11][CH2:12][CH:7]([OH:6])[CH2:8][CH2:9]3)[C:14]([NH:31][C:32]3[C:40]4[C:35](=[CH:36][CH:37]=[C:38]([C:41]5[CH:42]=[N:43][CH:44]=[CH:45][C:46]=5[O:47][CH3:48])[CH:39]=4)[NH:34][N:33]=3)=[N:15][C:16]=2[CH:21]=1. (6) Given the reactants [F-].C([N+](CCCC)(CCCC)CCCC)CCC.O1CCCC1.[CH3:24][S:25]([O:28][C@@H:29]([C@H:31]1[C@H:35]([CH2:36][O:37][Si](C(C)C)(C(C)C)C(C)C)[O:34][C:33]([CH3:49])([CH3:48])[O:32]1)[CH3:30])(=[O:27])=[O:26].[Cl-].[NH4+].C(=O)([O-])O.[Na+], predict the reaction product. The product is: [CH3:24][S:25]([O:28][C@@H:29]([C@@H:31]1[C@H:35]([CH2:36][OH:37])[O:34][C:33]([CH3:48])([CH3:49])[O:32]1)[CH3:30])(=[O:26])=[O:27]. (7) Given the reactants [NH2:1][C:2]1[CH:31]=[CH:30][C:29]([F:32])=[CH:28][C:3]=1[C:4]([N:6]1[CH2:11][CH2:10][CH:9]([CH2:12][O:13][C:14]2[C:23]([CH:24]3[CH2:26][CH2:25]3)=[CH:22][C:17]([C:18]([O:20][CH3:21])=[O:19])=[C:16]([F:27])[CH:15]=2)[CH2:8][CH2:7]1)=O.CO.Cl, predict the reaction product. The product is: [NH2:1][C:2]1[CH:31]=[CH:30][C:29]([F:32])=[CH:28][C:3]=1[CH2:4][N:6]1[CH2:11][CH2:10][CH:9]([CH2:12][O:13][C:14]2[C:23]([CH:24]3[CH2:26][CH2:25]3)=[CH:22][C:17]([C:18]([O:20][CH3:21])=[O:19])=[C:16]([F:27])[CH:15]=2)[CH2:8][CH2:7]1.